From a dataset of Full USPTO retrosynthesis dataset with 1.9M reactions from patents (1976-2016). Predict the reactants needed to synthesize the given product. (1) Given the product [ClH:26].[CH3:1][C:2]1[C:7]([CH2:8][O:9][C:10]2[CH:11]=[C:12]3[C:16](=[CH:17][CH:18]=2)[CH2:15][C@H:14]([NH:19][S:20]([CH:23]([CH3:25])[CH3:24])(=[O:21])=[O:22])[CH2:13]3)=[CH:6][CH:5]=[CH:4][N:3]=1, predict the reactants needed to synthesize it. The reactants are: [CH3:1][C:2]1[C:7]([CH2:8][O:9][C:10]2[CH:11]=[C:12]3[C:16](=[CH:17][CH:18]=2)[CH2:15][C@H:14]([NH:19][S:20]([CH:23]([CH3:25])[CH3:24])(=[O:22])=[O:21])[CH2:13]3)=[CH:6][CH:5]=[CH:4][N:3]=1.[ClH:26]. (2) Given the product [C:15]1([NH:14][C:12]2[C:7]([C:8]([OH:10])=[O:9])=[CH:6][CH:5]=[C:4]([CH:13]=2)[C:3]([OH:21])=[O:2])[CH:16]=[CH:17][CH:18]=[CH:19][CH:20]=1, predict the reactants needed to synthesize it. The reactants are: C[O:2][C:3](=[O:21])[C:4]1[CH:13]=[C:12]([NH:14][C:15]2[CH:20]=[CH:19][CH:18]=[CH:17][CH:16]=2)[C:7]([C:8]([O:10]C)=[O:9])=[CH:6][CH:5]=1.O.[OH-].[Li+]. (3) Given the product [F:12][C:9]([F:10])([F:11])[C:7]1[CH:6]=[C:5]([C:13]2[N:14]=[C:15]([CH2:18][C:19]([OH:21])=[O:20])[O:16][CH:17]=2)[CH:4]=[C:3]([C:2]([F:1])([F:24])[F:23])[CH:8]=1, predict the reactants needed to synthesize it. The reactants are: [F:1][C:2]([F:24])([F:23])[C:3]1[CH:4]=[C:5]([C:13]2[N:14]=[C:15]([CH2:18][C:19]([O:21]C)=[O:20])[O:16][CH:17]=2)[CH:6]=[C:7]([C:9]([F:12])([F:11])[F:10])[CH:8]=1. (4) Given the product [Cl:1][C:2]1[N:3]=[C:4]([NH:21][CH3:20])[C:5]2[CH2:10][CH2:9][CH:8]([C:11]3[CH:16]=[C:15]([F:17])[CH:14]=[C:13]([F:18])[CH:12]=3)[C:6]=2[N:7]=1, predict the reactants needed to synthesize it. The reactants are: [Cl:1][C:2]1[N:3]=[C:4](Cl)[C:5]2[CH2:10][CH2:9][CH:8]([C:11]3[CH:16]=[C:15]([F:17])[CH:14]=[C:13]([F:18])[CH:12]=3)[C:6]=2[N:7]=1.[CH3:20][NH2:21].